From a dataset of Catalyst prediction with 721,799 reactions and 888 catalyst types from USPTO. Predict which catalyst facilitates the given reaction. (1) Product: [Cl:1][C:2]1[CH:3]=[C:4]([C:8]2[N:9]=[C:10]([N:16]3[C:20]4[CH:21]=[C:22]([O:27][CH2:28][CH2:29][CH2:30][N:45]5[CH2:36][CH2:35][N:34]([CH3:37])[CH2:32][CH2:33]5)[C:23]([O:25][CH3:26])=[CH:24][C:19]=4[N:18]=[CH:17]3)[S:11][C:12]=2[C:13]([NH2:15])=[O:14])[CH:5]=[CH:6][CH:7]=1. Reactant: [Cl:1][C:2]1[CH:3]=[C:4]([C:8]2[N:9]=[C:10]([N:16]3[C:20]4[CH:21]=[C:22]([O:27][CH2:28][CH2:29][CH2:30]O)[C:23]([O:25][CH3:26])=[CH:24][C:19]=4[N:18]=[CH:17]3)[S:11][C:12]=2[C:13]([NH2:15])=[O:14])[CH:5]=[CH:6][CH:7]=1.[CH2:32]([N:34]([CH2:37]C)[CH2:35][CH3:36])[CH3:33].CS(Cl)(=O)=O.[Cl-].[NH4+:45]. The catalyst class is: 145. (2) Reactant: [I-].[K+].FC(F)(F)S([O:8][CH2:9][C:10]([C:13]#[N:14])([CH3:12])[CH3:11])(=O)=O.C(=O)([O-])[O-].[Cs+].[Cs+].[NH2:23][C:24]1[O:25][CH2:26][C@@:27]2([N:44]=1)[C:40]1[CH:39]=[C:38](O)[CH:37]=[C:36]([F:42])[C:35]=1[O:34][C:33]1[C:28]2=[CH:29][C:30]([Br:43])=[CH:31][CH:32]=1. Product: [NH2:23][C:24]1[O:25][CH2:26][C@:27]2([N:44]=1)[C:28]1[CH:29]=[C:30]([Br:43])[CH:31]=[CH:32][C:33]=1[O:34][C:35]1[C:40]2=[CH:39][C:38]([O:8][CH2:9][C:10]([CH3:11])([CH3:12])[C:13]#[N:14])=[CH:37][C:36]=1[F:42]. The catalyst class is: 3. (3) Reactant: [Br:1][C:2]1[C:3]([O:30][CH2:31][O:32][CH3:33])=[CH:4][C:5]([O:26][CH2:27][O:28][CH3:29])=[C:6]([C:8]2[N:9]([C:14]3[CH:19]=[CH:18][C:17]([N:20]4[CH2:25][CH2:24][O:23][CH2:22][CH2:21]4)=[CH:16][CH:15]=3)[C:10](=[S:13])[NH:11][N:12]=2)[CH:7]=1.[C:34](=O)([O-])[O-].[K+].[K+].CI. Product: [Br:1][C:2]1[C:3]([O:30][CH2:31][O:32][CH3:33])=[CH:4][C:5]([O:26][CH2:27][O:28][CH3:29])=[C:6]([C:8]2[N:9]([C:14]3[CH:19]=[CH:18][C:17]([N:20]4[CH2:25][CH2:24][O:23][CH2:22][CH2:21]4)=[CH:16][CH:15]=3)[C:10]([S:13][CH3:34])=[N:11][N:12]=2)[CH:7]=1. The catalyst class is: 8. (4) Reactant: [Cl:1][C:2]1[C:10]2[N:9]=[C:8]3[N:11]([C:15]4[C:16]([CH3:23])=[N:17][C:18]([O:21][CH3:22])=[CH:19][CH:20]=4)[CH2:12][CH2:13][CH2:14][N:7]3[C:6]=2[C:5]([CH:24]([OH:29])[C:25]([F:28])([F:27])[F:26])=[CH:4][CH:3]=1.[H-].[Na+].[CH2:32](I)[CH3:33]. Product: [Cl:1][C:2]1[C:10]2[N:9]=[C:8]3[N:11]([C:15]4[C:16]([CH3:23])=[N:17][C:18]([O:21][CH3:22])=[CH:19][CH:20]=4)[CH2:12][CH2:13][CH2:14][N:7]3[C:6]=2[C:5]([CH:24]([O:29][CH2:32][CH3:33])[C:25]([F:26])([F:28])[F:27])=[CH:4][CH:3]=1. The catalyst class is: 9. (5) Product: [Cl:30][C:24]1[CH:25]=[CH:26][CH:27]=[C:28]([Cl:29])[C:23]=1[C:16]1[CH:17]=[CH:18][CH:19]=[C:20]2[C:15]=1[O:14][C@@H:13]([CH2:12][N:31]=[N+:32]=[N-:33])[CH2:22][CH2:21]2. The catalyst class is: 16. Reactant: CC1C=CC(S(O[CH2:12][C@H:13]2[CH2:22][CH2:21][C:20]3[C:15](=[C:16]([C:23]4[C:28]([Cl:29])=[CH:27][CH:26]=[CH:25][C:24]=4[Cl:30])[CH:17]=[CH:18][CH:19]=3)[O:14]2)(=O)=O)=CC=1.[N-:31]=[N+:32]=[N-:33].[Na+]. (6) Reactant: [CH2:1]([OH:7])[C@@H:2]([OH:6])[CH2:3][CH2:4][OH:5].[CH3:8][S:9](Cl)(=[O:11])=[O:10].Cl. Product: [CH3:8][S:9]([O:7][CH2:1][C@@H:2]([OH:6])[CH2:3][CH2:4][O:5][S:9]([CH3:8])(=[O:11])=[O:10])(=[O:11])=[O:10]. The catalyst class is: 300.